Dataset: Forward reaction prediction with 1.9M reactions from USPTO patents (1976-2016). Task: Predict the product of the given reaction. (1) Given the reactants [F:1][C:2]1[CH:7]=[C:6]([S:8]([CH3:11])(=[O:10])=[O:9])[CH:5]=[C:4]([F:12])[C:3]=1[C:13]1[N:18]=[C:17]([C:19]([O-:21])=[O:20])[CH:16]=[CH:15][C:14]=1[F:22].[Li+].[OH-], predict the reaction product. The product is: [F:1][C:2]1[CH:7]=[C:6]([S:8]([CH3:11])(=[O:9])=[O:10])[CH:5]=[C:4]([F:12])[C:3]=1[C:13]1[N:18]=[C:17]([C:19]([OH:21])=[O:20])[CH:16]=[CH:15][C:14]=1[F:22]. (2) The product is: [C:5]([O:7][CH:2]([CH3:3])[CH3:1])(=[O:6])[CH2:4][CH2:8][C:9]([CH3:10])=[O:11]. Given the reactants [CH3:1][C:2]1[O:7][C:5](=[O:6])[CH2:4][CH:3]=1.[CH3:8][CH:9]([OH:11])[CH3:10], predict the reaction product. (3) Given the reactants [F:1][C:2]1[CH:7]=[CH:6][C:5]([C:8]2[N:9]=[CH:10][N:11]([C:26]3[CH:27]=[N:28][CH:29]=[CH:30][CH:31]=3)[C:12]=2[C:13]2[CH:14]=[CH:15][C:16]3[N:17]([CH:19]=[C:20]([NH:22]C(=O)C)[N:21]=3)[N:18]=2)=[CH:4][CH:3]=1.Cl.O1CCOCC1, predict the reaction product. The product is: [F:1][C:2]1[CH:7]=[CH:6][C:5]([C:8]2[N:9]=[CH:10][N:11]([C:26]3[CH:27]=[N:28][CH:29]=[CH:30][CH:31]=3)[C:12]=2[C:13]2[CH:14]=[CH:15][C:16]3[N:17]([CH:19]=[C:20]([NH2:22])[N:21]=3)[N:18]=2)=[CH:4][CH:3]=1. (4) The product is: [Cl:31][C:28]1[CH:29]=[CH:30][C:25]([C:23]2[O:24][C:20]3[CH:19]=[C:18]([N:13]([C:10]4[CH:11]=[CH:12][C:7]([B:49]5[O:53][C:52]([CH3:55])([CH3:54])[C:51]([CH3:57])([CH3:56])[O:50]5)=[C:8]([F:41])[CH:9]=4)[S:14]([CH3:17])(=[O:15])=[O:16])[C:37]([CH:38]4[CH2:39][CH2:40]4)=[CH:36][C:21]=3[C:22]=2[C:32]([NH:33][CH3:34])=[O:35])=[CH:26][CH:27]=1. Given the reactants FC(F)(F)S(O[C:7]1[CH:12]=[CH:11][C:10]([N:13]([C:18]2[C:37]([CH:38]3[CH2:40][CH2:39]3)=[CH:36][C:21]3[C:22]([C:32](=[O:35])[NH:33][CH3:34])=[C:23]([C:25]4[CH:30]=[CH:29][C:28]([Cl:31])=[CH:27][CH:26]=4)[O:24][C:20]=3[CH:19]=2)[S:14]([CH3:17])(=[O:16])=[O:15])=[CH:9][C:8]=1[F:41])(=O)=O.C([O-])(=O)C.[K+].[B:49]1([B:49]2[O:53][C:52]([CH3:55])([CH3:54])[C:51]([CH3:57])([CH3:56])[O:50]2)[O:53][C:52]([CH3:55])([CH3:54])[C:51]([CH3:57])([CH3:56])[O:50]1, predict the reaction product. (5) Given the reactants [NH2:1][C:2]1[CH:16]=[CH:15][C:5]([O:6][C:7]2[C:12]([NH2:13])=[C:11](I)[N:10]=[CH:9][N:8]=2)=[CH:4][C:3]=1[Cl:17].C[Si](C#C)(C)C.[C:24]1(P(C2C=CC=CC=2)C2C=CC=CC=2)[CH:29]=CC=C[CH:25]=1.[F-].[K+], predict the reaction product. The product is: [NH2:1][C:2]1[CH:16]=[CH:15][C:5]([O:6][C:7]2[C:12]([NH2:13])=[C:11]([C:25]#[C:24][CH3:29])[N:10]=[CH:9][N:8]=2)=[CH:4][C:3]=1[Cl:17]. (6) Given the reactants [CH:1]1([C:5]2[O:9][N:8]=[C:7]([C:10]3[C:15]([Cl:16])=[CH:14][CH:13]=[CH:12][C:11]=3[Cl:17])[C:6]=2[CH2:18][OH:19])[CH2:4][CH2:3][CH2:2]1.O[C:21]1[CH:26]=[CH:25][C:24]([C:27]2[CH:28]=[C:29]3[C:34](=[CH:35][CH:36]=2)[C:33]([C:37]([O:39][CH3:40])=[O:38])=[CH:32][CH:31]=[CH:30]3)=[CH:23][CH:22]=1.C1(P(C2C=CC=CC=2)C2C=CC=CC=2)C=CC=CC=1.N(C(OC(C)C)=O)=NC(OC(C)C)=O, predict the reaction product. The product is: [CH:1]1([C:5]2[O:9][N:8]=[C:7]([C:10]3[C:11]([Cl:17])=[CH:12][CH:13]=[CH:14][C:15]=3[Cl:16])[C:6]=2[CH2:18][O:19][C:21]2[CH:22]=[CH:23][C:24]([C:27]3[CH:28]=[C:29]4[C:34](=[CH:35][CH:36]=3)[C:33]([C:37]([O:39][CH3:40])=[O:38])=[CH:32][CH:31]=[CH:30]4)=[CH:25][CH:26]=2)[CH2:2][CH2:3][CH2:4]1. (7) Given the reactants C([O:3][C:4](=[O:34])[CH2:5][C:6]1[N:14]2[C:9]([CH:10]=[C:11]([C:15]#[N:16])[CH:12]=[CH:13]2)=[C:8]([CH2:17][C:18]2[CH:23]=[CH:22][C:21]([S:24]([N:27]3[CH2:32][CH2:31][O:30][CH2:29][CH2:28]3)(=[O:26])=[O:25])=[CH:20][CH:19]=2)[C:7]=1[CH3:33])C.[OH-].[Li+].Cl, predict the reaction product. The product is: [C:15]([C:11]1[CH:12]=[CH:13][N:14]2[C:9]([CH:10]=1)=[C:8]([CH2:17][C:18]1[CH:23]=[CH:22][C:21]([S:24]([N:27]3[CH2:32][CH2:31][O:30][CH2:29][CH2:28]3)(=[O:26])=[O:25])=[CH:20][CH:19]=1)[C:7]([CH3:33])=[C:6]2[CH2:5][C:4]([OH:34])=[O:3])#[N:16]. (8) Given the reactants C(NC(C)C)(C)C.C([Li])CCC.[I:13][C:14]1[CH:15]=[C:16]2[C:21](=[CH:22][CH:23]=1)[C:20](=NN1CCC[C@H]1COC)[CH2:19][CH2:18][CH2:17]2.I[CH2:34][CH2:35][CH2:36][CH2:37][CH2:38][CH3:39].N.[O:41]1CCCC1, predict the reaction product. The product is: [CH2:34]([C@@H:19]1[CH2:18][CH2:17][C:16]2[C:21](=[CH:22][CH:23]=[C:14]([I:13])[CH:15]=2)[C:20]1=[O:41])[CH2:35][CH2:36][CH2:37][CH2:38][CH3:39]. (9) Given the reactants C([O-])(=O)C.[K+].O[CH:7]([CH:12]([CH:16]1[CH2:20][CH2:19][CH2:18][CH2:17]1)[CH2:13][CH:14]=[CH2:15])[CH2:8][C:9]([OH:11])=O, predict the reaction product. The product is: [CH:16]1([C:12]2[CH2:13][CH:14]3[CH:8]([CH:7]=2)[C:9](=[O:11])[CH2:15]3)[CH2:20][CH2:19][CH2:18][CH2:17]1. (10) Given the reactants [C:1]([C:4]1[C:12]2[C:7](=[CH:8][CH:9]=[C:10]([N:13]=[C:14]=[O:15])[CH:11]=2)[N:6]([CH2:16][C:17]([N:19]2[CH2:23][C@H:22]([F:24])[CH2:21][C@H:20]2[C:25]([NH:27][CH2:28][C:29]2[CH:34]=[CH:33][CH:32]=[C:31]([Cl:35])[C:30]=2[F:36])=[O:26])=[O:18])[CH:5]=1)(=[O:3])[CH3:2].[N-]=C=O.[CH:40]1([OH:43])[CH2:42][CH2:41]1.CCN(CC)CC, predict the reaction product. The product is: [C:1]([C:4]1[C:12]2[C:7](=[CH:8][CH:9]=[C:10]([NH:13][C:14](=[O:15])[O:43][CH:40]3[CH2:42][CH2:41]3)[CH:11]=2)[N:6]([CH2:16][C:17]([N:19]2[CH2:23][C@H:22]([F:24])[CH2:21][C@H:20]2[C:25](=[O:26])[NH:27][CH2:28][C:29]2[CH:34]=[CH:33][CH:32]=[C:31]([Cl:35])[C:30]=2[F:36])=[O:18])[CH:5]=1)(=[O:3])[CH3:2].